From a dataset of Reaction yield outcomes from USPTO patents with 853,638 reactions. Predict the reaction yield, written as a fraction of the theoretical maximum amount of product (1.0 means a 100% yield; for example, 0.34 means a 34% yield). (1) The reactants are [C:1]([C:5]1[C:6]([O:28][CH3:29])=[C:7]([CH:19]([C:21]2[CH:26]=[CH:25][N:24]=[C:23]([Cl:27])[CH:22]=2)[OH:20])[CH:8]=[C:9]([C:11]2[C:12]([O:17][CH3:18])=[N:13][CH:14]=[CH:15][CH:16]=2)[CH:10]=1)([CH3:4])([CH3:3])[CH3:2]. The catalyst is C(Cl)Cl.O=[Mn]=O. The product is [C:1]([C:5]1[C:6]([O:28][CH3:29])=[C:7]([C:19]([C:21]2[CH:26]=[CH:25][N:24]=[C:23]([Cl:27])[CH:22]=2)=[O:20])[CH:8]=[C:9]([C:11]2[C:12]([O:17][CH3:18])=[N:13][CH:14]=[CH:15][CH:16]=2)[CH:10]=1)([CH3:4])([CH3:2])[CH3:3]. The yield is 0.860. (2) The reactants are C(=O)([O-])[O-].[Cs+].[Cs+].[Cl:7][C:8]1[CH:13]=[CH:12][C:11]([N:14]2[C:18]3[CH:19]=[CH:20][CH:21]=[CH:22][C:17]=3[NH:16][S:15]2(=[O:24])=[O:23])=[CH:10][CH:9]=1.[Br:25][CH2:26][CH2:27][CH2:28][CH2:29]Br. The catalyst is CN(C=O)C.C(OCC)C. The product is [Br:25][CH2:26][CH2:27][CH2:28][CH2:29][N:16]1[C:17]2[CH:22]=[CH:21][CH:20]=[CH:19][C:18]=2[N:14]([C:11]2[CH:12]=[CH:13][C:8]([Cl:7])=[CH:9][CH:10]=2)[S:15]1(=[O:23])=[O:24]. The yield is 0.590. (3) No catalyst specified. The yield is 0.643. The reactants are [NH2:1][C:2]1[N:9]=[CH:8][C:7]([Cl:10])=[CH:6][C:3]=1[CH:4]=O.CC1(C)[O:17][C:16](=O)[CH:15]=[C:14]([CH3:19])[O:13]1. The product is [C:14]([C:15]1[C:16](=[O:17])[NH:1][C:2]2[C:3]([CH:4]=1)=[CH:6][C:7]([Cl:10])=[CH:8][N:9]=2)(=[O:13])[CH3:19]. (4) The reactants are [NH2:1][C:2]1[C:7]([CH2:8][OH:9])=[CH:6][CH:5]=[CH:4][N:3]=1. The catalyst is [O-2].[O-2].[Mn+4].ClCCl. The product is [NH2:1][C:2]1[C:7]([CH:8]=[O:9])=[CH:6][CH:5]=[CH:4][N:3]=1. The yield is 0.830.